Dataset: Catalyst prediction with 721,799 reactions and 888 catalyst types from USPTO. Task: Predict which catalyst facilitates the given reaction. Reactant: [CH3:1][NH+:2]1[CH2:7][C:6]([C:8]([OH:10])=[O:9])=[CH:5][CH2:4][CH2:3]1.[Cl-]. Product: [CH3:1][N:2]1[CH2:3][CH2:4][CH2:5][CH:6]([C:8]([OH:10])=[O:9])[CH2:7]1. The catalyst class is: 522.